From a dataset of Catalyst prediction with 721,799 reactions and 888 catalyst types from USPTO. Predict which catalyst facilitates the given reaction. (1) Reactant: [CH3:1][C:2]1[N:6]2[N:7]=[C:8]([CH2:11]O)[CH:9]=[CH:10][C:5]2=[N:4][C:3]=1[C:13]([F:16])([F:15])[F:14].S(Cl)([Cl:19])=O. Product: [Cl:19][CH2:11][C:8]1[CH:9]=[CH:10][C:5]2[N:6]([C:2]([CH3:1])=[C:3]([C:13]([F:16])([F:15])[F:14])[N:4]=2)[N:7]=1. The catalyst class is: 2. (2) Reactant: [C:9](O[C:9]([O:11][C:12]([CH3:15])([CH3:14])[CH3:13])=[O:10])([O:11][C:12]([CH3:15])([CH3:14])[CH3:13])=[O:10].[NH:16]1[CH2:22][CH2:21][C:20](=[O:23])[NH:19][CH2:18][CH2:17]1. Product: [C:12]([O:11][C:9]([N:16]1[CH2:22][CH2:21][C:20](=[O:23])[NH:19][CH2:18][CH2:17]1)=[O:10])([CH3:13])([CH3:14])[CH3:15]. The catalyst class is: 4. (3) Reactant: CS[C:3]1[CH2:4][CH2:5][C@@H:6]([C:8]([O:10][C:11]([CH3:14])([CH3:13])[CH3:12])=[O:9])[N:7]=1.[NH4+:15].[Cl-:16]. Product: [ClH:16].[NH2:15][C:3]1[CH2:4][CH2:5][C@@H:6]([C:8]([O:10][C:11]([CH3:14])([CH3:13])[CH3:12])=[O:9])[N:7]=1. The catalyst class is: 5. (4) Reactant: Cl[C:2]1[NH:3][C:4]2[N:5]([N:9]=[C:10]([CH3:18])[C:11]=2[C:12]2[CH:17]=[CH:16][CH:15]=[CH:14][CH:13]=2)[C:6](=[O:8])[CH:7]=1.CC1(C)C(C)(C)OB([C:27]2[CH:28]=[C:29]3[C:33](=[CH:34][CH:35]=2)[NH:32][CH:31]=[CH:30]3)O1.CC(C1C=C(C(C)C)C(C2C=CC=CC=2P(C2CCCCC2)C2CCCCC2)=C(C(C)C)C=1)C.[O-]P([O-])([O-])=O.[K+].[K+].[K+]. Product: [NH:32]1[C:33]2[C:29](=[CH:28][C:27]([C:2]3[NH:3][C:4]4[N:5]([N:9]=[C:10]([CH3:18])[C:11]=4[C:12]4[CH:17]=[CH:16][CH:15]=[CH:14][CH:13]=4)[C:6](=[O:8])[CH:7]=3)=[CH:35][CH:34]=2)[CH:30]=[CH:31]1. The catalyst class is: 102. (5) Reactant: [CH:1]1([N:4]2[CH2:9][CH2:8][N:7]([C:10]([C:12]3[CH:19]=[CH:18][C:15]([CH:16]=[O:17])=[CH:14][CH:13]=3)=[O:11])[CH2:6][CH2:5]2)[CH2:3][CH2:2]1.C(#N)C.[OH:23][S:24]([O-:26])=[O:25].[Na+:27]. Product: [CH:1]1([N:4]2[CH2:9][CH2:8][N:7]([C:10]([C:12]3[CH:19]=[CH:18][C:15]([CH:16]([OH:17])[S:24]([O-:26])(=[O:25])=[O:23])=[CH:14][CH:13]=3)=[O:11])[CH2:6][CH2:5]2)[CH2:2][CH2:3]1.[Na+:27]. The catalyst class is: 6. (6) The catalyst class is: 1. Product: [ClH:1].[NH:8]1[C:7]2=[CH:2][N:3]=[CH:4][CH:5]=[C:6]2[CH:12]=[CH:11]1. Reactant: [Cl:1][C:2]1[C:7]([N+:8]([O-])=O)=[CH:6][CH:5]=[CH:4][N:3]=1.[CH:11]([Mg]Br)=[CH2:12]. (7) Reactant: [Cl:1][C:2]1[CH:8]=[CH:7][C:5]([NH2:6])=[CH:4][C:3]=1[C:9]([F:12])([F:11])[F:10].CCN(CC)CC.[C:20](Cl)([C:22]([CH3:25])([CH3:24])[CH3:23])=[O:21]. Product: [Cl:1][C:2]1[CH:8]=[CH:7][C:5]([NH:6][C:20](=[O:21])[C:22]([CH3:25])([CH3:24])[CH3:23])=[CH:4][C:3]=1[C:9]([F:10])([F:11])[F:12]. The catalyst class is: 20. (8) Product: [Cl:1][C:2]1[N:10]=[CH:9][C:8]([F:11])=[CH:7][C:3]=1[C:4]([O:6][CH2:12][CH3:13])=[O:5]. The catalyst class is: 737. Reactant: [Cl:1][C:2]1[N:10]=[CH:9][C:8]([F:11])=[CH:7][C:3]=1[C:4]([OH:6])=[O:5].[C:12]1(C)C=CC=C[CH:13]=1.S(Cl)(Cl)=O.C(=O)([O-])[O-].[Na+].[Na+]. (9) Reactant: [H-].[Na+].[O:3]=[C:4]([CH2:12][C:13]1[CH:18]=[CH:17][CH:16]=[CH:15][CH:14]=1)[CH2:5]P(=O)(OC)OC.[CH3:19][O:20][C:21](=[O:37])[CH2:22][CH2:23][CH2:24][CH2:25][CH2:26][CH2:27][N:28]1[C:33](=[O:34])[CH2:32][CH2:31][CH2:30][CH:29]1[CH:35]=O. Product: [CH3:19][O:20][C:21](=[O:37])[CH2:22][CH2:23][CH2:24][CH2:25][CH2:26][CH2:27][N:28]1[CH:29](/[CH:35]=[CH:5]/[C:4](=[O:3])[CH2:12][C:13]2[CH:14]=[CH:15][CH:16]=[CH:17][CH:18]=2)[CH2:30][CH2:31][CH2:32][C:33]1=[O:34]. The catalyst class is: 1. (10) Reactant: [CH:1]1([CH2:6][CH:7]([C:18]2[NH:31][C:21]3=[N:22][CH:23]=[C:24]([CH2:26][CH2:27][CH2:28][O:29]C)[CH:25]=[C:20]3[CH:19]=2)[C:8]2[CH:13]=[CH:12][C:11]([S:14]([CH3:17])(=[O:16])=[O:15])=[CH:10][CH:9]=2)[CH2:5][CH2:4][CH2:3][CH2:2]1.B(Br)(Br)Br.[OH-].[Na+]. Product: [CH:1]1([CH2:6][CH:7]([C:18]2[NH:31][C:21]3=[N:22][CH:23]=[C:24]([CH2:26][CH2:27][CH2:28][OH:29])[CH:25]=[C:20]3[CH:19]=2)[C:8]2[CH:13]=[CH:12][C:11]([S:14]([CH3:17])(=[O:16])=[O:15])=[CH:10][CH:9]=2)[CH2:5][CH2:4][CH2:3][CH2:2]1. The catalyst class is: 4.